Dataset: Volume of distribution at steady state (VDss) regression data from Lombardo et al.. Task: Regression/Classification. Given a drug SMILES string, predict its absorption, distribution, metabolism, or excretion properties. Task type varies by dataset: regression for continuous measurements (e.g., permeability, clearance, half-life) or binary classification for categorical outcomes (e.g., BBB penetration, CYP inhibition). For this dataset (vdss_lombardo), we predict log10(VDss) (log10 of volume of distribution in L/kg). (1) The compound is Cc1nnc(C(C)C)n1C1CC2CCC(C1)[NH+]2CCC(NC(=O)C1CCC(F)(F)CC1)c1ccccc1. The log10(VDss) is 0.360. (2) The compound is CC(C)CC(NC(=O)CNC(=O)c1cc(Cl)ccc1Cl)B(O)O. The log10(VDss) is 0.560. (3) The drug is CSc1ccc(C(=O)c2[nH]c(=O)[nH]c2C)cc1. The log10(VDss) is 0.260. (4) The drug is CN1C(=O)C(O)N=C(c2ccccc2Cl)c2cc(Cl)ccc21. The log10(VDss) is 0.200. (5) The compound is [NH3+]C1CCN(c2c(F)cc3c(=O)c(C(=O)[O-])cn(C4CC4)c3c2Cl)C1. The log10(VDss) is 0.280. (6) The drug is C[NH2+]CC[C@@H](O)[C@@H]1C[C@H](SC2=C(C(=O)[O-])N3C(=O)[C@H]([C@@H](C)O)[C@H]3[C@H]2C)CN1. The log10(VDss) is -0.660. (7) The molecule is Cc1cccc(N2CC(CO)OC2=O)c1. The log10(VDss) is 0.180. (8) The compound is O=c1c([O-])c(-c2ccc(O)c(O)c2)oc2cc([O-])cc(O)c12. The log10(VDss) is -0.920.